Dataset: HIV replication inhibition screening data with 41,000+ compounds from the AIDS Antiviral Screen. Task: Binary Classification. Given a drug SMILES string, predict its activity (active/inactive) in a high-throughput screening assay against a specified biological target. The drug is C[Si](C)(C)N1N=NC2C(=O)N(c3ccccc3)C(=O)C21. The result is 0 (inactive).